From a dataset of Full USPTO retrosynthesis dataset with 1.9M reactions from patents (1976-2016). Predict the reactants needed to synthesize the given product. (1) Given the product [CH:39]1[C:40]2[C:41]3([C:60]4[CH:59]=[CH:58][CH:57]=[CH:56][C:55]=4[C:54]4[C:49]3=[CH:50][CH:51]=[CH:52][CH:53]=4)[C:42]3[C:47](=[CH:46][CH:45]=[CH:44][CH:43]=3)[C:48]=2[C:36]([N:35]([C:32]2[CH:31]=[CH:30][C:29]([C:61]3[CH:62]=[CH:63][CH:64]=[CH:65][CH:66]=3)=[CH:34][CH:33]=2)[C:2]2[CH:26]=[CH:25][C:24]([CH3:28])([CH3:27])[C:23]3[C:3]=2[CH:4]=[C:5]2[CH:22]=[C:21]4[C:8]([C:9]5[C:14]([C:15]6[C:20]4=[CH:19][CH:18]=[CH:17][CH:16]=6)=[CH:13][CH:12]=[CH:11][CH:10]=5)=[CH:7][C:6]2=3)=[CH:37][CH:38]=1, predict the reactants needed to synthesize it. The reactants are: Br[C:2]1[CH:26]=[CH:25][C:24]([CH3:28])([CH3:27])[C:23]2[C:3]=1[CH:4]=[C:5]1[CH:22]=[C:21]3[C:8]([C:9]4[C:14]([C:15]5[C:20]3=[CH:19][CH:18]=[CH:17][CH:16]=5)=[CH:13][CH:12]=[CH:11][CH:10]=4)=[CH:7][C:6]1=2.[C:29]1([C:61]2[CH:66]=[CH:65][CH:64]=[CH:63][CH:62]=2)[CH:34]=[CH:33][C:32]([NH:35][C:36]2[C:48]3[C:47]4[C:42](=[CH:43][CH:44]=[CH:45][CH:46]=4)[C:41]4([C:60]5[CH:59]=[CH:58][CH:57]=[CH:56][C:55]=5[C:54]5[C:49]4=[CH:50][CH:51]=[CH:52][CH:53]=5)[C:40]=3[CH:39]=[CH:38][CH:37]=2)=[CH:31][CH:30]=1.CC(C)([O-])C.[Na+]. (2) Given the product [CH2:12]([S:19][C:2]([CH3:1])([CH2:27][N+:24]([O-:26])=[O:25])[CH2:3][CH2:4][N:6]1[CH2:11][CH2:10][O:9][CH2:8][CH2:7]1)[C:13]1[CH:18]=[CH:17][CH:16]=[CH:15][CH:14]=1, predict the reactants needed to synthesize it. The reactants are: [CH3:1][C:2](=O)[CH:3]=[CH2:4].[NH:6]1[CH2:11][CH2:10][O:9][CH2:8][CH2:7]1.[CH2:12]([SH:19])[C:13]1[CH:18]=[CH:17][CH:16]=[CH:15][CH:14]=1.C(N)CN.[N+:24]([CH3:27])([O-:26])=[O:25]. (3) Given the product [O:11]=[C:5]1[C:6]([C:7]([OH:9])=[O:8])=[CH:10][C:2]([C:12]2[CH:17]=[CH:16][CH:15]=[CH:14][CH:13]=2)=[CH:3][NH:4]1, predict the reactants needed to synthesize it. The reactants are: Br[C:2]1[CH:3]=[N:4][C:5]([OH:11])=[C:6]([CH:10]=1)[C:7]([OH:9])=[O:8].[C:12]1(B(O)O)[CH:17]=[CH:16][CH:15]=[CH:14][CH:13]=1.C([O-])([O-])=O.[Cs+].[Cs+]. (4) The reactants are: [CH3:1][NH:2][C:3]([NH2:5])=[O:4].[H-].[Na+].[CH:8]1([N:14]([CH:18]2[CH2:23][CH2:22][CH2:21][CH2:20][CH2:19]2)[C:15](Cl)=[O:16])[CH2:13][CH2:12][CH2:11][CH2:10][CH2:9]1.O. Given the product [CH:8]1([N:14]([CH:18]2[CH2:23][CH2:22][CH2:21][CH2:20][CH2:19]2)[C:15]([NH:5][C:3]([NH:2][CH3:1])=[O:4])=[O:16])[CH2:13][CH2:12][CH2:11][CH2:10][CH2:9]1, predict the reactants needed to synthesize it. (5) Given the product [OH:8][CH2:9][CH:10]1[CH2:19][C:18]2[C:13](=[CH:14][CH:15]=[C:16]([C:20]3[CH:21]=[N:22][N:23]([CH3:25])[CH:24]=3)[CH:17]=2)[N:12]([C:26]2[C:30]3[CH2:31][N:32]([C:35](=[O:37])[CH3:36])[CH2:33][CH2:34][C:29]=3[N:28]([CH:38]3[CH2:42][CH2:41][O:40][CH2:39]3)[N:27]=2)[CH2:11]1, predict the reactants needed to synthesize it. The reactants are: [Si]([O:8][CH2:9][CH:10]1[CH2:19][C:18]2[C:13](=[CH:14][CH:15]=[C:16]([C:20]3[CH:21]=[N:22][N:23]([CH3:25])[CH:24]=3)[CH:17]=2)[N:12]([C:26]2[C:30]3[CH2:31][N:32]([C:35](=[O:37])[CH3:36])[CH2:33][CH2:34][C:29]=3[N:28]([C@H:38]3[CH2:42][CH2:41][O:40][CH2:39]3)[N:27]=2)[CH2:11]1)(C(C)(C)C)(C)C.[F-].C([N+](CCCC)(CCCC)CCCC)CCC.O. (6) The reactants are: [Cl:1][C:2]1[CH:3]=[CH:4][C:5]([OH:22])=[C:6]([CH:21]=1)[CH2:7][N:8]1[C:16]2[CH:15]=[CH:14][CH:13]=[C:12]([C:17]([O:19][CH3:20])=[O:18])[C:11]=2[CH:10]=[CH:9]1.C([O-])([O-])=O.[K+].[K+].CC1C=CC(S(O[CH2:40][CH2:41][C:42]2[CH:47]=[CH:46][C:45]([F:48])=[CH:44][C:43]=2[F:49])(=O)=O)=CC=1. Given the product [Cl:1][C:2]1[CH:3]=[CH:4][C:5]([O:22][CH2:40][CH2:41][C:42]2[CH:47]=[CH:46][C:45]([F:48])=[CH:44][C:43]=2[F:49])=[C:6]([CH:21]=1)[CH2:7][N:8]1[C:16]2[CH:15]=[CH:14][CH:13]=[C:12]([C:17]([O:19][CH3:20])=[O:18])[C:11]=2[CH:10]=[CH:9]1, predict the reactants needed to synthesize it. (7) Given the product [C:11]([N:15]1[CH2:20][CH2:19][O:18][CH:17]([CH:21]=[O:22])[CH2:16]1)([CH3:14])([CH3:13])[CH3:12], predict the reactants needed to synthesize it. The reactants are: C(Cl)(=O)C(Cl)=O.CS(C)=O.[C:11]([N:15]1[CH2:20][CH2:19][O:18][CH:17]([CH2:21][OH:22])[CH2:16]1)([CH3:14])([CH3:13])[CH3:12].C(N(CC)CC)C.